Dataset: Full USPTO retrosynthesis dataset with 1.9M reactions from patents (1976-2016). Task: Predict the reactants needed to synthesize the given product. Given the product [C:1]1([C:7]2[N:8]([N:18]=[C:19]([C:20](=[N:46][N:36]3[C:37]([C:40]4[CH:45]=[CH:44][CH:43]=[CH:42][CH:41]=4)=[CH:38][CH:39]=[C:35]3[C:29]3[CH:30]=[CH:31][CH:32]=[CH:33][CH:34]=3)[CH3:21])[CH3:23])[C:9]([C:12]3[CH:17]=[CH:16][CH:15]=[CH:14][CH:13]=3)=[CH:10][CH:11]=2)[CH:6]=[CH:5][CH:4]=[CH:3][CH:2]=1, predict the reactants needed to synthesize it. The reactants are: [C:1]1([C:7]2[N:8]([N:18]=[C:19]([CH3:23])[C:20](=O)[CH3:21])[C:9]([C:12]3[CH:17]=[CH:16][CH:15]=[CH:14][CH:13]=3)=[CH:10][CH:11]=2)[CH:6]=[CH:5][CH:4]=[CH:3][CH:2]=1.CN(C=O)C.[C:29]1([C:35]2[N:36]([NH2:46])[C:37]([C:40]3[CH:45]=[CH:44][CH:43]=[CH:42][CH:41]=3)=[CH:38][CH:39]=2)[CH:34]=[CH:33][CH:32]=[CH:31][CH:30]=1.C1(C)C=CC(S(O)(=O)=O)=CC=1.